Predict which catalyst facilitates the given reaction. From a dataset of Catalyst prediction with 721,799 reactions and 888 catalyst types from USPTO. (1) Reactant: [N+:1]([O-:4])([O-])=[O:2].[K+].[F:6][C:7]1[CH:8]=[C:9]([CH:12]=[CH:13][C:14]=1[CH3:15])[C:10]#[N:11]. Product: [F:6][C:7]1[CH:8]=[C:9]([CH:12]=[C:13]([N+:1]([O-:4])=[O:2])[C:14]=1[CH3:15])[C:10]#[N:11]. The catalyst class is: 82. (2) Reactant: [F:1][C:2]1[CH:3]=[C:4]([CH:16]=[C:17]([O:19][C:20]2[CH:25]=[CH:24][CH:23]=[CH:22][CH:21]=2)[CH:18]=1)[CH2:5][O:6][C:7]12[CH2:13][C:10]([CH2:14]O)([CH2:11][CH2:12]1)[CH2:9][CH2:8]2.C(Br)(Br)(Br)[Br:27].C1C=CC(P(C2C=CC=CC=2)C2C=CC=CC=2)=CC=1. Product: [Br:27][CH2:14][C:10]12[CH2:13][C:7]([O:6][CH2:5][C:4]3[CH:16]=[C:17]([O:19][C:20]4[CH:25]=[CH:24][CH:23]=[CH:22][CH:21]=4)[CH:18]=[C:2]([F:1])[CH:3]=3)([CH2:12][CH2:11]1)[CH2:8][CH2:9]2. The catalyst class is: 2. (3) Reactant: [CH:1]1([CH2:4][N:5]2[C:14]3[C:9](=[CH:10][C:11]([I:15])=[CH:12][CH:13]=3)[C:8](=[O:16])[C:7]([C:17]([O:19]CC)=[O:18])=[CH:6]2)[CH2:3][CH2:2]1.[OH-].[Na+].CO.Cl. Product: [CH:1]1([CH2:4][N:5]2[C:14]3[C:9](=[CH:10][C:11]([I:15])=[CH:12][CH:13]=3)[C:8](=[O:16])[C:7]([C:17]([OH:19])=[O:18])=[CH:6]2)[CH2:2][CH2:3]1. The catalyst class is: 1. (4) Reactant: [CH:1](=O)[C:2]1[CH:7]=[CH:6][CH:5]=[CH:4][CH:3]=1.[NH2:9][C:10]([CH3:15])([CH2:13][OH:14])[CH2:11][OH:12].[BH4-].[Na+].[OH-].[Na+]. Product: [CH2:1]([NH:9][C:10]([CH3:15])([CH2:13][OH:14])[CH2:11][OH:12])[C:2]1[CH:7]=[CH:6][CH:5]=[CH:4][CH:3]=1. The catalyst class is: 125. (5) Reactant: I(C1C=CC=CC=1C(O)=O)(=O)=O.[CH2:13]([O:20][C:21]([N:23]1[CH2:28][CH:27]([O:29][Si:30]([CH:37]([CH3:39])[CH3:38])([CH:34]([CH3:36])[CH3:35])[CH:31]([CH3:33])[CH3:32])[CH:26]([C:40]2[CH:45]=[CH:44][C:43]([CH2:46][OH:47])=[CH:42][CH:41]=2)[CH:25]([O:48][CH2:49][C:50]2[CH:51]=[CH:52][C:53]3[O:58][CH2:57][CH2:56][N:55]([CH2:59][CH2:60][CH2:61][O:62][CH3:63])[C:54]=3[CH:64]=2)[CH2:24]1)=[O:22])[C:14]1[CH:19]=[CH:18][CH:17]=[CH:16][CH:15]=1.[OH-].[Na+]. Product: [CH2:13]([O:20][C:21]([N:23]1[CH2:28][CH:27]([O:29][Si:30]([CH:34]([CH3:36])[CH3:35])([CH:31]([CH3:33])[CH3:32])[CH:37]([CH3:39])[CH3:38])[CH:26]([C:40]2[CH:41]=[CH:42][C:43]([CH:46]=[O:47])=[CH:44][CH:45]=2)[CH:25]([O:48][CH2:49][C:50]2[CH:51]=[CH:52][C:53]3[O:58][CH2:57][CH2:56][N:55]([CH2:59][CH2:60][CH2:61][O:62][CH3:63])[C:54]=3[CH:64]=2)[CH2:24]1)=[O:22])[C:14]1[CH:19]=[CH:18][CH:17]=[CH:16][CH:15]=1. The catalyst class is: 16. (6) Reactant: [CH3:1][O:2][C:3](=[O:28])[C:4]1[CH:9]=[C:8]([C:10](=[O:26])[C:11]2[CH:16]=[CH:15][C:14]([N:17]([C:19]3[CH:24]=[CH:23][C:22]([Cl:25])=[CH:21][CH:20]=3)[CH3:18])=[CH:13][N:12]=2)[CH:7]=[CH:6][C:5]=1F.[N-:29]=[N+:30]=[N-:31].[Na+]. Product: [CH3:1][O:2][C:3](=[O:28])[C:4]1[CH:9]=[C:8]([C:10](=[O:26])[C:11]2[CH:16]=[CH:15][C:14]([N:17]([C:19]3[CH:24]=[CH:23][C:22]([Cl:25])=[CH:21][CH:20]=3)[CH3:18])=[CH:13][N:12]=2)[CH:7]=[CH:6][C:5]=1[N:29]=[N+:30]=[N-:31]. The catalyst class is: 16. (7) Reactant: S(Cl)(Cl)=O.[NH2:5][C:6]1[CH:14]=[CH:13][CH:12]=[C:11]([CH3:15])[C:7]=1[C:8]([OH:10])=[O:9].[NH2:16][C:17]1[C:18]([CH3:23])=[CH:19][CH:20]=[CH:21][CH:22]=1. Product: [NH2:5][C:6]1[CH:14]=[CH:13][CH:12]=[C:11]([CH3:15])[C:7]=1[C:8]([OH:10])=[O:9].[NH2:5][C:6]1[CH:14]=[CH:13][CH:12]=[C:11]([CH3:15])[C:7]=1[C:8]([NH:16][C:17]1[CH:22]=[CH:21][CH:20]=[CH:19][C:18]=1[CH3:23])=[O:10]. The catalyst class is: 11. (8) Reactant: [CH:1]([N:4]1[C:12]2[CH:11]=[C:10]([NH:13][C:14]3[CH:19]=[CH:18][N:17]=[C:16]([NH:20][CH2:21][CH2:22][C:23]([OH:25])=O)[N:15]=3)[N:9]=[CH:8][C:7]=2[N:6]=[C:5]1[CH3:26])([CH3:3])[CH3:2].[Cl-].[NH4+].C([N:32](CC)C(C)C)(C)C.F[P-](F)(F)(F)(F)F.CN(C(N(C)C)=[N+]1C2C(=NC=CC=2)[N+]([O-])=N1)C. Product: [CH:1]([N:4]1[C:12]2[CH:11]=[C:10]([NH:13][C:14]3[CH:19]=[CH:18][N:17]=[C:16]([NH:20][CH2:21][CH2:22][C:23]([NH2:32])=[O:25])[N:15]=3)[N:9]=[CH:8][C:7]=2[N:6]=[C:5]1[CH3:26])([CH3:3])[CH3:2]. The catalyst class is: 9. (9) Reactant: F[C:2]1[CH:12]=[CH:11][C:5]([C:6]([O:8][CH2:9][CH3:10])=[O:7])=[CH:4][CH:3]=1.Cl.Cl.[N:15]1([C:21]2[N:26]=[CH:25][CH:24]=[CH:23][N:22]=2)[CH2:20][CH2:19][NH:18][CH2:17][CH2:16]1.C(=O)([O-])[O-].[K+].[K+].O. Product: [N:22]1[CH:23]=[CH:24][CH:25]=[N:26][C:21]=1[N:15]1[CH2:20][CH2:19][N:18]([C:2]2[CH:12]=[CH:11][C:5]([C:6]([O:8][CH2:9][CH3:10])=[O:7])=[CH:4][CH:3]=2)[CH2:17][CH2:16]1. The catalyst class is: 16. (10) The catalyst class is: 3. Product: [CH2:1]([O:3][C:4](=[O:38])[CH2:5][CH2:6][N:7]1[CH2:13][CH2:12][CH2:11][N:10]([C:14](=[O:37])[C:15]2[CH:20]=[CH:19][CH:18]=[C:17]([C@@H:21]([N:29]3[CH2:34][C@@H:33]([CH3:35])[N:32]([CH2:39][C:40]4[CH:45]=[CH:44][CH:43]=[CH:42][CH:41]=4)[CH2:31][C@@H:30]3[CH3:36])[C:22]3[CH:27]=[CH:26][CH:25]=[C:24]([OH:28])[CH:23]=3)[CH:16]=2)[CH2:9][CH2:8]1)[CH3:2]. Reactant: [CH2:1]([O:3][C:4](=[O:38])[CH2:5][CH2:6][N:7]1[CH2:13][CH2:12][CH2:11][N:10]([C:14](=[O:37])[C:15]2[CH:20]=[CH:19][CH:18]=[C:17]([C@@H:21]([N:29]3[CH2:34][C@@H:33]([CH3:35])[NH:32][CH2:31][C@@H:30]3[CH3:36])[C:22]3[CH:27]=[CH:26][CH:25]=[C:24]([OH:28])[CH:23]=3)[CH:16]=2)[CH2:9][CH2:8]1)[CH3:2].[CH:39](=O)[C:40]1[CH:45]=[CH:44][CH:43]=[CH:42][CH:41]=1.C(O)(=O)C.[BH-](OC(C)=O)(OC(C)=O)OC(C)=O.[Na+].